This data is from Reaction yield outcomes from USPTO patents with 853,638 reactions. The task is: Predict the reaction yield, written as a fraction of the theoretical maximum amount of product (1.0 means a 100% yield; for example, 0.34 means a 34% yield). (1) The reactants are [C:1]([N:8]1[CH2:13][CH2:12][CH2:11][CH:10]([CH2:14][NH:15][C:16]2[CH:21]=[CH:20][CH:19]=[CH:18][CH:17]=2)[CH2:9]1)([O:3][C:4]([CH3:7])([CH3:6])[CH3:5])=[O:2].[CH2:22]([N:24]=[C:25]=[O:26])[CH3:23]. No catalyst specified. The product is [C:1]([N:8]1[CH2:13][CH2:12][CH2:11][CH:10]([CH2:14][N:15]([C:16]2[CH:21]=[CH:20][CH:19]=[CH:18][CH:17]=2)[C:25]([NH:24][CH2:22][CH3:23])=[O:26])[CH2:9]1)([O:3][C:4]([CH3:6])([CH3:7])[CH3:5])=[O:2]. The yield is 0.950. (2) The reactants are Cl.[Br:2][C:3]1[CH:4]=[C:5]([OH:16])[C:6]([NH:9][C:10]2[S:11][CH:12]=[C:13]([CH3:15])[N:14]=2)=[N:7][CH:8]=1.Br[CH:18]1[CH2:22][CH2:21][N:20]([C:23]([O:25][C:26]([CH3:29])([CH3:28])[CH3:27])=[O:24])[CH2:19]1.C([O-])([O-])=O.[K+].[K+].CN(C=O)C. The catalyst is O. The product is [Br:2][C:3]1[CH:4]=[C:5]([O:16][CH:22]2[CH2:18][CH2:19][N:20]([C:23]([O:25][C:26]([CH3:29])([CH3:28])[CH3:27])=[O:24])[CH2:21]2)[C:6]([NH:9][C:10]2[S:11][CH:12]=[C:13]([CH3:15])[N:14]=2)=[N:7][CH:8]=1. The yield is 0.414. (3) The reactants are [CH3:1][C:2]1[NH:3][C:4]([CH3:11])=[CH:5][C:6]=1[C:7]([O:9][CH3:10])=[O:8].[H-].[Na+].Cl[CH2:15][C:16]1[CH:28]=[CH:27][C:19]([CH2:20][N:21]2[CH:25]=[C:24]([CH3:26])[CH:23]=[N:22]2)=[CH:18][CH:17]=1. The catalyst is CN(C=O)C. The product is [CH3:10][O:9][C:7]([C:6]1[CH:5]=[C:4]([CH3:11])[N:3]([CH2:15][C:16]2[CH:17]=[CH:18][C:19]([CH2:20][N:21]3[CH:25]=[C:24]([CH3:26])[CH:23]=[N:22]3)=[CH:27][CH:28]=2)[C:2]=1[CH3:1])=[O:8]. The yield is 0.770. (4) The reactants are [C:1]([O:5][C:6]([N:8]1[CH2:13][CH:12]=[C:11]([C:14]2[CH:19]=[CH:18][C:17]([Cl:20])=[CH:16][CH:15]=2)[CH2:10][CH2:9]1)=[O:7])([CH3:4])([CH3:3])[CH3:2].ClC1C=CC=C(C(OO)=[O:29])C=1. The catalyst is C(Cl)Cl. The product is [C:1]([O:5][C:6]([N:8]1[CH2:9][CH2:10][C:11]2([C:14]3[CH:19]=[CH:18][C:17]([Cl:20])=[CH:16][CH:15]=3)[CH:12]([O:29]2)[CH2:13]1)=[O:7])([CH3:4])([CH3:2])[CH3:3]. The yield is 0.650. (5) The reactants are [C:1]([O:5][C:6]([N:8]1[CH2:12][CH2:11][C@H:10]([NH:13][C:14]2[C:15]3[CH2:23][NH:22][CH2:21][CH2:20][C:16]=3[N:17]=[CH:18][N:19]=2)[CH2:9]1)=[O:7])([CH3:4])([CH3:3])[CH3:2].Br[C:25]1[CH:26]=[C:27]([C:33]([F:36])([F:35])[F:34])[C:28]([O:31][CH3:32])=[N:29][CH:30]=1.CC(C)([O-])C.[Na+]. The catalyst is C1C=CC(/C=C/C(/C=C/C2C=CC=CC=2)=O)=CC=1.C1C=CC(/C=C/C(/C=C/C2C=CC=CC=2)=O)=CC=1.C1C=CC(/C=C/C(/C=C/C2C=CC=CC=2)=O)=CC=1.[Pd].[Pd].C(P(C(C)(C)C)C1C=CC=CC=1C1C=CC=CC=1C)(C)(C)C.C(O)(C)(C)C. The product is [C:1]([O:5][C:6]([N:8]1[CH2:12][CH2:11][C@H:10]([NH:13][C:14]2[C:15]3[CH2:23][N:22]([C:25]4[CH:30]=[N:29][C:28]([O:31][CH3:32])=[C:27]([C:33]([F:36])([F:35])[F:34])[CH:26]=4)[CH2:21][CH2:20][C:16]=3[N:17]=[CH:18][N:19]=2)[CH2:9]1)=[O:7])([CH3:4])([CH3:2])[CH3:3]. The yield is 0.950. (6) The reactants are [N:1]([CH2:4][CH2:5][O:6][C:7]1([C:21]#[N:22])[CH2:12][CH2:11][N:10]([C:13]2[N:18]=[C:17]([CH3:19])[CH:16]=[C:15]([CH3:20])[N:14]=2)[CH2:9][CH2:8]1)=[N+]=[N-]. The catalyst is [Pd].CC([O-])=O.CC([O-])=O.[Pb+2].CCO. The product is [NH2:1][CH2:4][CH2:5][O:6][C:7]1([C:21]#[N:22])[CH2:8][CH2:9][N:10]([C:13]2[N:18]=[C:17]([CH3:19])[CH:16]=[C:15]([CH3:20])[N:14]=2)[CH2:11][CH2:12]1. The yield is 0.740.